This data is from Forward reaction prediction with 1.9M reactions from USPTO patents (1976-2016). The task is: Predict the product of the given reaction. (1) Given the reactants O[C:2]1[C:7]([I:8])=[CH:6][N:5]=[C:4]([NH:9][C:10]2[CH:18]=[CH:17][C:13]([C:14]([NH2:16])=O)=[CH:12][CH:11]=2)[N:3]=1.P(Cl)(Cl)([Cl:21])=O, predict the reaction product. The product is: [Cl:21][C:2]1[C:7]([I:8])=[CH:6][N:5]=[C:4]([NH:9][C:10]2[CH:18]=[CH:17][C:13]([C:14]#[N:16])=[CH:12][CH:11]=2)[N:3]=1. (2) The product is: [Cl:1][C:2]1[CH:3]=[C:4]([C@@H:8]2[C@@H:13]([C:14]3[CH:15]=[CH:16][C:17]([Cl:20])=[CH:18][CH:19]=3)[N:12]([CH:31]3[CH2:36][CH2:35][CH:34]=[CH:37]3)[C:11](=[O:21])[C@:10]([CH2:23][CH:24]3[CH2:28][O:27][C:26]([CH3:30])([CH3:29])[O:25]3)([CH3:22])[CH2:9]2)[CH:5]=[CH:6][CH:7]=1. Given the reactants [Cl:1][C:2]1[CH:3]=[C:4]([C@@H:8]2[C@@H:13]([C:14]3[CH:19]=[CH:18][C:17]([Cl:20])=[CH:16][CH:15]=3)[NH:12][C:11](=[O:21])[C@:10]([CH2:23][CH:24]3[CH2:28][O:27][C:26]([CH3:30])([CH3:29])[O:25]3)([CH3:22])[CH2:9]2)[CH:5]=[CH:6][CH:7]=1.[C:31]1([CH3:37])[CH:36]=[CH:35][CH:34]=CC=1.C([Li])CCC.BrC1CCC=C1, predict the reaction product.